Dataset: Catalyst prediction with 721,799 reactions and 888 catalyst types from USPTO. Task: Predict which catalyst facilitates the given reaction. Reactant: [C:1](=[O:4])([O-])[O-:2].[K+].[K+].[Cl:7][C:8]1[C:16]([Cl:17])=[C:15]2[C:11]([CH2:12][CH:13]([CH:19]3[CH2:23][CH2:22][CH2:21][CH2:20]3)[C:14]2=O)=[CH:10][C:9]=1O.BrC[C:27]1[CH:34]=[CH:33][C:30]([C:31]#[N:32])=[CH:29][CH:28]=1. Product: [Cl:7][C:8]1[C:16]([Cl:17])=[C:15]2[C:11]([CH2:12][CH:13]([CH:19]3[CH2:23][CH2:22][CH2:21][CH2:20]3)[CH2:14]2)=[CH:10][C:9]=1[O:2][C:1]([C:27]1[CH:34]=[CH:33][C:30]([C:31]#[N:32])=[CH:29][CH:28]=1)=[O:4]. The catalyst class is: 21.